Dataset: Reaction yield outcomes from USPTO patents with 853,638 reactions. Task: Predict the reaction yield, written as a fraction of the theoretical maximum amount of product (1.0 means a 100% yield; for example, 0.34 means a 34% yield). (1) The reactants are S(C)C.[CH:4]1([N:9]2[C:18]3[N:17]=[C:16]([NH:19][C:20]4[CH:29]=[CH:28][C:23]([C:24]([O:26][CH3:27])=[O:25])=[CH:22][C:21]=4[O:30][CH3:31])[N:15]=[CH:14][C:13]=3[N:12]([CH2:32][CH3:33])[C:11](=O)[C@H:10]2[CH2:35][CH3:36])[CH2:8][CH2:7][CH2:6][CH2:5]1.Cl. The catalyst is C1COCC1.O. The product is [CH:4]1([N:9]2[C:18]3[N:17]=[C:16]([NH:19][C:20]4[CH:29]=[CH:28][C:23]([C:24]([O:26][CH3:27])=[O:25])=[CH:22][C:21]=4[O:30][CH3:31])[N:15]=[CH:14][C:13]=3[N:12]([CH2:32][CH3:33])[CH2:11][C@H:10]2[CH2:35][CH3:36])[CH2:5][CH2:6][CH2:7][CH2:8]1. The yield is 0.840. (2) The yield is 0.120. No catalyst specified. The product is [C:33]([C:30]1[CH:31]=[CH:32][C:27]([CH2:26][NH:25][C:24](=[O:23])[NH:1][CH2:2][C:3]2[CH:4]=[C:5]([F:15])[C:6]([NH:10][S:11]([CH3:14])(=[O:13])=[O:12])=[C:7]([F:9])[CH:8]=2)=[CH:28][CH:29]=1)([CH3:36])([CH3:34])[CH3:35]. The reactants are [NH2:1][CH2:2][C:3]1[CH:8]=[C:7]([F:9])[C:6]([NH:10][S:11]([CH3:14])(=[O:13])=[O:12])=[C:5]([F:15])[CH:4]=1.Cl.C1([O:23][C:24](=O)[NH:25][CH2:26][C:27]2[CH:32]=[CH:31][C:30]([C:33]([CH3:36])([CH3:35])[CH3:34])=[CH:29][CH:28]=2)C=CC=CC=1. (3) The reactants are [Cl:1][C:2]1[CH:3]=[C:4]([N+:10]([O-])=O)[C:5]([C:8]#N)=[N:6][CH:7]=1.[Sn](Cl)Cl.S(Cl)(Cl)=[O:17].[CH2:20]([OH:22])C. The catalyst is CO. The product is [CH3:20][O:22][C:8]([C:5]1[C:4]([NH2:10])=[CH:3][C:2]([Cl:1])=[CH:7][N:6]=1)=[O:17]. The yield is 0.700. (4) The reactants are Br[C:2]1[N:3]=[CH:4][C:5]([NH:8][C:9](=[O:16])[CH2:10][CH2:11][C:12]([O:14][CH3:15])=[O:13])=[N:6][CH:7]=1.[CH2:17]([Sn](CCCC)(CCCC)C=C)[CH2:18]CC.[Cl-].[Li+]. The catalyst is C1(C)C=CC=CC=1.C1C=CC([P]([Pd]([P](C2C=CC=CC=2)(C2C=CC=CC=2)C2C=CC=CC=2)([P](C2C=CC=CC=2)(C2C=CC=CC=2)C2C=CC=CC=2)[P](C2C=CC=CC=2)(C2C=CC=CC=2)C2C=CC=CC=2)(C2C=CC=CC=2)C2C=CC=CC=2)=CC=1. The product is [O:16]=[C:9]([NH:8][C:5]1[CH:4]=[N:3][C:2]([CH:17]=[CH2:18])=[CH:7][N:6]=1)[CH2:10][CH2:11][C:12]([O:14][CH3:15])=[O:13]. The yield is 0.510. (5) The reactants are BrP(Br)(C1C=CC=CC=1)(C1C=CC=CC=1)C1C=CC=CC=1.[Br:22][CH2:23][C:24]1[CH:32]=[CH:31][C:27]([C:28]([OH:30])=O)=[CH:26][CH:25]=1.[NH2:33][C:34]1[C:35]([C:41]([NH:43][NH2:44])=O)=[N:36][C:37]([Br:40])=[CH:38][N:39]=1.CCN(C(C)C)C(C)C. The catalyst is C(#N)C. The product is [Br:40][C:37]1[N:36]=[C:35]([C:41]2[O:30][C:28]([C:27]3[CH:26]=[CH:25][C:24]([CH2:23][Br:22])=[CH:32][CH:31]=3)=[N:44][N:43]=2)[C:34]([NH2:33])=[N:39][CH:38]=1. The yield is 0.667. (6) The reactants are [CH:1]1([N:7]2[C:19](=[O:20])[C:11]3[NH:12][C:13]4[CH:14]=[CH:15][CH:16]=[CH:17][C:18]=4[C:10]=3[N:9]=[C:8]2[S:21][CH2:22][C:23](O)=[O:24])[CH2:6][CH2:5][CH2:4][CH2:3][CH2:2]1.C(N(CC)CC)C.[CH:33]1([NH2:38])[CH2:37][CH2:36][CH2:35][CH2:34]1.CN(C(ON1N=NC2C=CC=NC1=2)=[N+](C)C)C.F[P-](F)(F)(F)(F)F. The catalyst is CN(C=O)C. The product is [CH:1]1([N:7]2[C:19](=[O:20])[C:11]3[NH:12][C:13]4[CH:14]=[CH:15][CH:16]=[CH:17][C:18]=4[C:10]=3[N:9]=[C:8]2[S:21][CH2:22][C:23]([NH:38][CH:33]2[CH2:37][CH2:36][CH2:35][CH2:34]2)=[O:24])[CH2:6][CH2:5][CH2:4][CH2:3][CH2:2]1. The yield is 0.303. (7) The reactants are [NH2:1][CH2:2][C:3]1[C:4]([F:20])=[C:5]([O:10][C:11]2[CH:12]=[C:13]([CH:16]=[C:17](Br)[CH:18]=2)[C:14]#[N:15])[C:6]([Cl:9])=[CH:7][CH:8]=1.[CH3:21][Zn]C. The catalyst is C1COCC1.C1C=CC([P]([Pd]([P](C2C=CC=CC=2)(C2C=CC=CC=2)C2C=CC=CC=2)([P](C2C=CC=CC=2)(C2C=CC=CC=2)C2C=CC=CC=2)[P](C2C=CC=CC=2)(C2C=CC=CC=2)C2C=CC=CC=2)(C2C=CC=CC=2)C2C=CC=CC=2)=CC=1. The product is [NH2:1][CH2:2][C:3]1[C:4]([F:20])=[C:5]([O:10][C:11]2[CH:12]=[C:13]([CH:16]=[C:17]([CH3:21])[CH:18]=2)[C:14]#[N:15])[C:6]([Cl:9])=[CH:7][CH:8]=1. The yield is 0.141. (8) The reactants are [CH3:1][O:2][C:3]([NH:5][C@H:6]([C:11]([N:13]1[CH2:17][C@@H:16]([CH3:18])[CH2:15][C@H:14]1[C:19]1[NH:20][C:21]([C:24]2[CH:29]=[C:28]3[CH2:30][O:31][C:32]4[CH:59]=[C:58]5[C:35]([CH:36]=[CH:37][C:38]6[N:42]=[C:41]([C@@H:43]7[CH2:47][C@H:46]([CH2:48][O:49][CH3:50])[CH2:45][N:44]7C(OC(C)(C)C)=O)[NH:40][C:39]=65)=[CH:34][C:33]=4[C:27]3=[CH:26][CH:25]=2)=[CH:22][N:23]=1)=[O:12])[C@@H:7]([CH2:9][CH3:10])[CH3:8])=[O:4].[CH3:60][O:61][C:62]([NH:64][C@@H:65]([C@@H:69]([CH3:72])[CH2:70][CH3:71])[C:66](O)=[O:67])=[O:63].CN(C(ON1N=NC2C=CC=NC1=2)=[N+](C)C)C.F[P-](F)(F)(F)(F)F.CN1CCOCC1. The catalyst is Cl.CCO.CN(C=O)C. The product is [CH3:1][O:2][C:3]([NH:5][C@@H:6]([C@H:7]([CH3:8])[CH2:9][CH3:10])[C:11]([N:13]1[CH2:17][C@@H:16]([CH3:18])[CH2:15][C@H:14]1[C:19]1[NH:20][C:21]([C:24]2[CH:29]=[C:28]3[CH2:30][O:31][C:32]4[CH:59]=[C:58]5[C:35]([CH:36]=[CH:37][C:38]6[N:42]=[C:41]([C@@H:43]7[CH2:47][C@H:46]([CH2:48][O:49][CH3:50])[CH2:45][N:44]7[C:66](=[O:67])[CH:65]([NH:64][C:62](=[O:63])[O:61][CH3:60])[C@H:69]([CH3:72])[CH2:70][CH3:71])[NH:40][C:39]=65)=[CH:34][C:33]=4[C:27]3=[CH:26][CH:25]=2)=[CH:22][N:23]=1)=[O:12])=[O:4]. The yield is 0.860. (9) The reactants are [C:1]([O:5][C:6]([NH:8][C@H:9]([C:22]([O:24][CH:25]1[CH2:29][CH2:28][CH2:27][CH2:26]1)=[O:23])[CH2:10][CH2:11][C:12]([O:14][CH2:15][C:16]1[CH:21]=[CH:20][CH:19]=[CH:18][CH:17]=1)=[O:13])=[O:7])([CH3:4])([CH3:3])[CH3:2].[C:30](O[C:30]([O:32][C:33]([CH3:36])([CH3:35])[CH3:34])=[O:31])([O:32][C:33]([CH3:36])([CH3:35])[CH3:34])=[O:31]. The catalyst is C(#N)C.CN(C1C=CN=CC=1)C. The product is [C:1]([O:5][C:6]([N:8]([C:30]([O:32][C:33]([CH3:36])([CH3:35])[CH3:34])=[O:31])[C@H:9]([C:22]([O:24][CH:25]1[CH2:26][CH2:27][CH2:28][CH2:29]1)=[O:23])[CH2:10][CH2:11][C:12]([O:14][CH2:15][C:16]1[CH:21]=[CH:20][CH:19]=[CH:18][CH:17]=1)=[O:13])=[O:7])([CH3:4])([CH3:2])[CH3:3]. The yield is 0.960. (10) The reactants are [C:1]([C:5]1[CH:23]=[C:8]2[N:9]=[C:10]([CH3:22])[C:11]([CH:14]([CH2:19][CH2:20][CH3:21])[C:15]([O:17][CH3:18])=[O:16])=[C:12](Cl)[N:7]2[N:6]=1)([CH3:4])([CH3:3])[CH3:2].[CH3:24][C:25]1[CH:30]=[C:29]([CH3:31])[CH:28]=[CH:27][C:26]=1B(O)O.C(N(C(C)C)CC)(C)C. The catalyst is COCCOC.O. The product is [C:1]([C:5]1[CH:23]=[C:8]2[N:9]=[C:10]([CH3:22])[C:11]([CH:14]([CH2:19][CH2:20][CH3:21])[C:15]([O:17][CH3:18])=[O:16])=[C:12]([C:26]3[CH:27]=[CH:28][C:29]([CH3:31])=[CH:30][C:25]=3[CH3:24])[N:7]2[N:6]=1)([CH3:4])([CH3:3])[CH3:2]. The yield is 0.790.